Dataset: Full USPTO retrosynthesis dataset with 1.9M reactions from patents (1976-2016). Task: Predict the reactants needed to synthesize the given product. (1) Given the product [O:13]1[C:17]2([CH2:22][CH2:21][C:20]([C:29]([O:31][CH2:32][CH3:33])=[O:30])([C:23]([O:25][CH2:26][CH3:27])=[O:24])[CH2:19][CH2:18]2)[O:16][CH2:15][CH2:14]1, predict the reactants needed to synthesize it. The reactants are: C(NC(C)C)(C)C.[Li]CCCC.[O:13]1[C:17]2([CH2:22][CH2:21][CH:20]([C:23]([O:25][CH2:26][CH3:27])=[O:24])[CH2:19][CH2:18]2)[O:16][CH2:15][CH2:14]1.Cl[C:29]([O:31][CH2:32][CH3:33])=[O:30]. (2) Given the product [CH3:1][N:2]([CH3:24])[C:3]1[CH:8]=[CH:7][C:6]([C:9]2[NH:14][C:13](=[O:15])[C:12]([C:16]([OH:18])=[O:17])=[C:11]([OH:20])[C:10]=2/[CH:21]=[CH:22]/[CH3:23])=[CH:5][CH:4]=1, predict the reactants needed to synthesize it. The reactants are: [CH3:1][N:2]([CH3:24])[C:3]1[CH:8]=[CH:7][C:6]([C:9]2[NH:14][C:13](=[O:15])[C:12]([C:16]([O:18]C)=[O:17])=[C:11]([OH:20])[C:10]=2/[CH:21]=[CH:22]/[CH3:23])=[CH:5][CH:4]=1.[Li+].[I-].Cl. (3) Given the product [C:6]([C:9]1[N:14]=[C:13]([C:15]2[CH:20]=[CH:19][C:18]([C:21]3[CH:26]=[CH:25][C:24]([C:27](=[CH2:32])[C:28]([O:30][CH3:31])=[O:29])=[CH:23][C:22]=3[Cl:34])=[C:17]([F:35])[CH:16]=2)[C:12]([CH3:36])=[N:11][C:10]=1[CH3:37])(=[O:8])[NH2:7], predict the reactants needed to synthesize it. The reactants are: CS(Cl)(=O)=O.[C:6]([C:9]1[N:14]=[C:13]([C:15]2[CH:20]=[CH:19][C:18]([C:21]3[CH:26]=[CH:25][C:24]([CH:27]([CH2:32]O)[C:28]([O:30][CH3:31])=[O:29])=[CH:23][C:22]=3[Cl:34])=[C:17]([F:35])[CH:16]=2)[C:12]([CH3:36])=[N:11][C:10]=1[CH3:37])(=[O:8])[NH2:7].C(N(CC)CC)C.[Cl-].[NH4+]. (4) The reactants are: Cl.[S:2]([N:12]1[C:16]2[N:17]=[CH:18][C:19]3[N:20]([C:21]([C@@H:24]4[CH2:28][CH2:27][C@H:26]([NH2:29])[CH2:25]4)=[N:22][N:23]=3)[C:15]=2[CH:14]=[CH:13]1)([C:5]1[CH:11]=[CH:10][C:8]([CH3:9])=[CH:7][CH:6]=1)(=[O:4])=[O:3].CC([O-])=O.[Na+].C[O:36][CH:37]1[CH:41]([CH:42]=O)[CH2:40][CH:39](OC)O1. Given the product [S:2]([N:12]1[C:16]2[N:17]=[CH:18][C:19]3[N:20]([C:21]([C@@H:24]4[CH2:28][CH2:27][C@H:26]([N:29]5[CH:39]=[CH:40][C:41]([CH:37]=[O:36])=[CH:42]5)[CH2:25]4)=[N:22][N:23]=3)[C:15]=2[CH:14]=[CH:13]1)([C:5]1[CH:11]=[CH:10][C:8]([CH3:9])=[CH:7][CH:6]=1)(=[O:4])=[O:3], predict the reactants needed to synthesize it.